From a dataset of Full USPTO retrosynthesis dataset with 1.9M reactions from patents (1976-2016). Predict the reactants needed to synthesize the given product. (1) Given the product [CH3:2][C:3]1[CH:8]=[C:7]([N+:9]([O-:11])=[O:10])[CH:6]=[C:5]([CH3:12])[C:4]=1[NH2:13], predict the reactants needed to synthesize it. The reactants are: Cl.[CH3:2][C:3]1[CH:8]=[C:7]([N+:9]([O-:11])=[O:10])[CH:6]=[C:5]([CH3:12])[C:4]=1[NH:13]C(=O)C.C(=O)([O-])[O-].[Na+].[Na+]. (2) Given the product [N:26]1[CH:31]=[CH:30][CH:29]=[CH:28][C:27]=1[NH:32][C:33]([N:14]1[C@@H:15]2[CH2:20][N:19]([CH2:18][CH2:17][CH2:16]2)[C:12]2[CH:11]=[CH:10][C:9]([C:7]3[CH:6]=[CH:5][N:4]=[C:3]([C:2]([F:1])([F:22])[F:23])[CH:8]=3)=[N:21][C:13]1=2)=[O:43], predict the reactants needed to synthesize it. The reactants are: [F:1][C:2]([F:23])([F:22])[C:3]1[CH:8]=[C:7]([C:9]2[CH:10]=[CH:11][C:12]3[N:19]4[CH2:20][C@H:15]([CH2:16][CH2:17][CH2:18]4)[NH:14][C:13]=3[N:21]=2)[CH:6]=[CH:5][N:4]=1.[H-].[Na+].[N:26]1[CH:31]=[CH:30][CH:29]=[CH:28][C:27]=1[N:32]1C(=O)N2C=CC=CC2=N[C:33]1=[O:43].CCOC(C)=O.